From a dataset of Forward reaction prediction with 1.9M reactions from USPTO patents (1976-2016). Predict the product of the given reaction. (1) Given the reactants [N:1]1([CH2:6][CH2:7][CH2:8][CH2:9][NH:10][C:11]([C:13]2[CH:18]=[C:17]([O:19][C:20]3[CH:25]=[CH:24][C:23]([OH:26])=[CH:22][CH:21]=3)[CH:16]=[CH:15][N:14]=2)=[O:12])[CH2:5][CH2:4][CH2:3][CH2:2]1.[N+:27]([O-])([OH:29])=[O:28].C([O-])(O)=O.[Na+], predict the reaction product. The product is: [N:1]1([CH2:6][CH2:7][CH2:8][CH2:9][NH:10][C:11]([C:13]2[CH:18]=[C:17]([O:19][C:20]3[CH:25]=[CH:24][C:23]([OH:26])=[C:22]([N+:27]([O-:29])=[O:28])[CH:21]=3)[CH:16]=[CH:15][N:14]=2)=[O:12])[CH2:5][CH2:4][CH2:3][CH2:2]1. (2) Given the reactants [CH2:1]([N:3]1[C:7]2=[N:8][C:9]([CH2:48][CH3:49])=[C:10]([CH2:19][NH:20][C:21]([C:23]3[CH:28]=[CH:27][CH:26]=[C:25]([C:29]([NH:31][CH2:32][C:33]4[C:34]([CH3:47])=[C:35]([C:39]5[CH:44]=[CH:43][CH:42]=[C:41]([CH:45]=O)[CH:40]=5)[CH:36]=[CH:37][CH:38]=4)=[O:30])[CH:24]=3)=[O:22])[C:11]([NH:12][CH:13]3[CH2:18][CH2:17][O:16][CH2:15][CH2:14]3)=[C:6]2[CH:5]=[N:4]1)[CH3:2].[CH3:50][N:51]1[CH2:57][CH2:56][CH2:55][NH:54][CH2:53][CH2:52]1.C(O[BH-](OC(=O)C)OC(=O)C)(=O)C.[Na+].CC(O)=O, predict the reaction product. The product is: [CH2:1]([N:3]1[C:7]2=[N:8][C:9]([CH2:48][CH3:49])=[C:10]([CH2:19][NH:20][C:21]([C:23]3[CH:28]=[CH:27][CH:26]=[C:25]([C:29]([NH:31][CH2:32][C:33]4[C:34]([CH3:47])=[C:35]([C:39]5[CH:44]=[CH:43][CH:42]=[C:41]([CH2:45][N:54]6[CH2:55][CH2:56][CH2:57][N:51]([CH3:50])[CH2:52][CH2:53]6)[CH:40]=5)[CH:36]=[CH:37][CH:38]=4)=[O:30])[CH:24]=3)=[O:22])[C:11]([NH:12][CH:13]3[CH2:18][CH2:17][O:16][CH2:15][CH2:14]3)=[C:6]2[CH:5]=[N:4]1)[CH3:2]. (3) The product is: [CH2:1]([O:8][C:9]1[CH:18]=[C:17]2[C:12]([CH2:13][CH2:14][CH:15]([CH2:19][O:20][CH2:21][CH3:24])[O:16]2)=[CH:11][CH:10]=1)[C:2]1[CH:3]=[CH:4][CH:5]=[CH:6][CH:7]=1. Given the reactants [CH2:1]([O:8][C:9]1[CH:18]=[C:17]2[C:12]([CH2:13][CH2:14][CH:15]([CH2:19][OH:20])[O:16]2)=[CH:11][CH:10]=1)[C:2]1[CH:7]=[CH:6][CH:5]=[CH:4][CH:3]=1.[CH2:21]([CH2:24]OC)OC.[H-].[Na+].C(I)C, predict the reaction product. (4) Given the reactants [C:1]1([C:7](=O)[CH2:8][C:9](=O)[CH3:10])[CH:6]=[CH:5][CH:4]=[CH:3][CH:2]=1.O.[NH2:14][NH2:15], predict the reaction product. The product is: [CH3:10][C:9]1[CH:8]=[C:7]([C:1]2[CH:6]=[CH:5][CH:4]=[CH:3][CH:2]=2)[NH:15][N:14]=1. (5) Given the reactants [F:1][C:2]([F:21])([F:20])[C:3]1[CH:19]=[CH:18][C:6]2=[N:7][N:8]([C:10]3[CH:15]=[CH:14][C:13]([OH:16])=[CH:12][C:11]=3[OH:17])[N:9]=[C:5]2[CH:4]=1.[CH2:22]([O:26][CH2:27][CH2:28][CH2:29][CH3:30])[CH:23]1[O:25][CH2:24]1.O.C(OCC)(=O)C, predict the reaction product. The product is: [F:21][C:2]([F:1])([F:20])[C:3]1[CH:19]=[CH:18][C:6]2=[N:7][N:8]([C:10]3[CH:15]=[CH:14][C:13]([O:16][CH2:24][CH:23]([OH:25])[CH2:22][O:26][CH2:27][CH2:28][CH2:29][CH3:30])=[CH:12][C:11]=3[OH:17])[N:9]=[C:5]2[CH:4]=1.